This data is from Reaction yield outcomes from USPTO patents with 853,638 reactions. The task is: Predict the reaction yield, written as a fraction of the theoretical maximum amount of product (1.0 means a 100% yield; for example, 0.34 means a 34% yield). (1) The reactants are [CH2:1]([O:3][C:4](=[O:15])[CH:5]=[CH:6][C:7]1[CH:12]=[CH:11][C:10]([C:13]#[N:14])=[CH:9][CH:8]=1)[CH3:2].C(N(CC)CC)C.C(O)=O. The catalyst is C(OCC)(=O)C.[Pd]. The product is [CH2:1]([O:3][C:4](=[O:15])[CH2:5][CH2:6][C:7]1[CH:8]=[CH:9][C:10]([C:13]#[N:14])=[CH:11][CH:12]=1)[CH3:2]. The yield is 0.990. (2) The reactants are [Cl:1][C:2]1[CH:10]=[C:9]([C:11]#[C:12][CH2:13][O:14][CH3:15])[C:5]2[O:6][CH2:7][O:8][C:4]=2[C:3]=1[NH:16][C:17]1[C:26]2[C:21](=[CH:22][C:23]([O:29][CH2:30][CH2:31][CH2:32]Cl)=[C:24]([O:27][CH3:28])[CH:25]=2)[N:20]=[CH:19][N:18]=1.[CH3:34][N:35]1[CH2:40][CH2:39][NH:38][CH2:37][C:36]1=[O:41]. The catalyst is COCCO. The product is [Cl:1][C:2]1[CH:10]=[C:9]([C:11]#[C:12][CH2:13][O:14][CH3:15])[C:5]2[O:6][CH2:7][O:8][C:4]=2[C:3]=1[NH:16][C:17]1[C:26]2[C:21](=[CH:22][C:23]([O:29][CH2:30][CH2:31][CH2:32][N:38]3[CH2:39][CH2:40][N:35]([CH3:34])[C:36](=[O:41])[CH2:37]3)=[C:24]([O:27][CH3:28])[CH:25]=2)[N:20]=[CH:19][N:18]=1. The yield is 0.790. (3) The reactants are Br[C:2]1[CH:7]=[CH:6][N:5]2[N:8]=[C:9]([C:11]3[CH:16]=[CH:15][C:14]([F:17])=[CH:13][CH:12]=3)[CH:10]=[C:4]2[CH:3]=1.[CH:18]([C:20]1[CH:25]=[CH:24][CH:23]=[CH:22][C:21]=1B(O)O)=[O:19].C(=O)([O-])[O-].[Cs+].[Cs+].O1CCCC1. The catalyst is C(OCC)(=O)C.C1C=CC(P(C2C=CC=CC=2)[C-]2C=CC=C2)=CC=1.C1C=CC(P(C2C=CC=CC=2)[C-]2C=CC=C2)=CC=1.Cl[Pd]Cl.[Fe+2].O. The product is [F:17][C:14]1[CH:15]=[CH:16][C:11]([C:9]2[CH:10]=[C:4]3[CH:3]=[C:2]([C:21]4[CH:22]=[CH:23][CH:24]=[CH:25][C:20]=4[CH:18]=[O:19])[CH:7]=[CH:6][N:5]3[N:8]=2)=[CH:12][CH:13]=1. The yield is 0.770. (4) The reactants are Br[C:2]1[CH:7]=[CH:6][C:5]([NH:8][C:9]#[N:10])=[CH:4][C:3]=1[CH3:11].[CH3:12][N:13]1[C:17]([C:18]#[N:19])=[CH:16][CH:15]=[C:14]1B(O)O.C(=O)([O-])[O-].[K+].[K+].C(P(C(C)(C)C)C(C)(C)C)(C)(C)C.[Br-]. The catalyst is C1COCC1. The product is [C:18]([C:17]1[N:13]([CH3:12])[C:14]([C:2]2[CH:7]=[CH:6][C:5]([NH:8][C:9]#[N:10])=[CH:4][C:3]=2[CH3:11])=[CH:15][CH:16]=1)#[N:19]. The yield is 0.130. (5) The reactants are [NH2:1][C:2]1[CH:3]=[C:4]([C:8]#[C:9][C:10]2[N:11]([CH2:23][CH3:24])[C:12]3[C:17]([C:18]=2[C:19]#[N:20])=[CH:16][CH:15]=[C:14]([O:21][CH3:22])[CH:13]=3)[CH:5]=[CH:6][CH:7]=1.[CH2:25]([N:27]=[C:28]=[O:29])[CH3:26]. The catalyst is N1C=CC=CC=1.CCOC(C)=O. The product is [C:19]([C:18]1[C:17]2[C:12](=[CH:13][C:14]([O:21][CH3:22])=[CH:15][CH:16]=2)[N:11]([CH2:23][CH3:24])[C:10]=1[C:9]#[C:8][C:4]1[CH:3]=[C:2]([NH:1][C:28]([NH:27][CH2:25][CH3:26])=[O:29])[CH:7]=[CH:6][CH:5]=1)#[N:20]. The yield is 0.360. (6) The reactants are [C:1]([N:8]1[CH2:12][CH2:11][C@H:10]([N:13]([CH:21]2[CH2:26][CH2:25][C:24]([CH3:28])([CH3:27])[CH2:23][CH2:22]2)[C:14](=O)[C:15]([CH3:19])([CH3:18])[CH2:16][OH:17])[CH2:9]1)([O:3][C:4]([CH3:7])([CH3:6])[CH3:5])=[O:2].B.CSC. The product is [C:1]([N:8]1[CH2:12][CH2:11][CH:10]([N:13]([CH:21]2[CH2:26][CH2:25][C:24]([CH3:28])([CH3:27])[CH2:23][CH2:22]2)[CH2:14][C:15]([CH3:19])([CH3:18])[CH2:16][OH:17])[CH2:9]1)([O:3][C:4]([CH3:5])([CH3:6])[CH3:7])=[O:2]. The catalyst is C1COCC1. The yield is 0.750. (7) The reactants are [N:1]1([C:7]2[N:12]=[C:11]([N:13]3[CH:18]4[CH2:19][CH2:20][CH:14]3[CH2:15][O:16][CH2:17]4)[N:10]=[C:9]([C:21]3[CH:27]=[CH:26][C:24]([NH2:25])=[CH:23][CH:22]=3)[N:8]=2)[CH2:6][CH2:5][O:4][CH2:3][CH2:2]1.ClC(Cl)(O[C:32](=[O:38])OC(Cl)(Cl)Cl)Cl.[NH2:40][C:41]1[CH:49]=[CH:48][C:44]([CH2:45][CH2:46][OH:47])=[CH:43][CH:42]=1. No catalyst specified. The product is [OH:47][CH2:46][CH2:45][C:44]1[CH:48]=[CH:49][C:41]([NH:40][C:32]([NH:25][C:24]2[CH:26]=[CH:27][C:21]([C:9]3[N:8]=[C:7]([N:1]4[CH2:2][CH2:3][O:4][CH2:5][CH2:6]4)[N:12]=[C:11]([N:13]4[CH:14]5[CH2:20][CH2:19][CH:18]4[CH2:17][O:16][CH2:15]5)[N:10]=3)=[CH:22][CH:23]=2)=[O:38])=[CH:42][CH:43]=1. The yield is 0.330.